Dataset: Full USPTO retrosynthesis dataset with 1.9M reactions from patents (1976-2016). Task: Predict the reactants needed to synthesize the given product. (1) Given the product [Br:6][C:7]1[C:8]([OH:13])=[C:9]([CH:10]=[CH:11][CH:12]=1)[CH:1]=[O:2], predict the reactants needed to synthesize it. The reactants are: [CH2:1]=[O:2].[Mg+2].[Cl-].[Cl-].[Br:6][C:7]1[CH:12]=[CH:11][CH:10]=[CH:9][C:8]=1[OH:13].Cl. (2) The reactants are: C([O:4][C:5]1[CH:10]=[CH:9][C:8]([C:11](=[O:13])[CH3:12])=[CH:7][CH:6]=1)(=O)C.[CH3:14][Mg]Cl. Given the product [OH:13][C:11]([C:8]1[CH:7]=[CH:6][C:5]([OH:4])=[CH:10][CH:9]=1)([CH3:12])[CH3:14], predict the reactants needed to synthesize it. (3) Given the product [CH3:1][O:2][C:3]1[CH:4]=[C:5]([NH:11][C:12]2[C:13]3[N:39]=[CH:38][S:37][C:14]=3[N:15]=[C:16]([N:18]3[CH2:23][CH2:22][CH2:21][CH:20]([NH:24][C:25]([C:27]4[CH:36]=[CH:35][C:30]([C:31]([OH:33])=[O:32])=[CH:29][CH:28]=4)=[O:26])[CH2:19]3)[N:17]=2)[CH:6]=[CH:7][C:8]=1[O:9][CH3:10], predict the reactants needed to synthesize it. The reactants are: [CH3:1][O:2][C:3]1[CH:4]=[C:5]([NH:11][C:12]2[C:13]3[N:39]=[CH:38][S:37][C:14]=3[N:15]=[C:16]([N:18]3[CH2:23][CH2:22][CH2:21][CH:20]([NH:24][C:25]([C:27]4[CH:36]=[CH:35][C:30]([C:31]([O:33]C)=[O:32])=[CH:29][CH:28]=4)=[O:26])[CH2:19]3)[N:17]=2)[CH:6]=[CH:7][C:8]=1[O:9][CH3:10].O[Li].O. (4) Given the product [CH3:45][N:17]1[C:18]2[C:23](=[CH:22][C:21]([O:25][C:26]3[N:27]=[CH:28][C:29]([NH:32][C:33](=[O:44])[C:34]4[CH:39]=[CH:38][C:37]([C:40]([F:42])([F:41])[F:43])=[CH:36][CH:35]=4)=[CH:30][CH:31]=3)=[CH:20][CH:19]=2)[CH:24]=[C:16]1[C:14]([N:11]1[CH2:10][CH2:9][NH:8][CH2:13][CH2:12]1)=[O:15], predict the reactants needed to synthesize it. The reactants are: C(OC([N:8]1[CH2:13][CH2:12][N:11]([C:14]([C:16]2[N:17]([CH3:45])[C:18]3[C:23]([CH:24]=2)=[CH:22][C:21]([O:25][C:26]2[CH:31]=[CH:30][C:29]([NH:32][C:33](=[O:44])[C:34]4[CH:39]=[CH:38][C:37]([C:40]([F:43])([F:42])[F:41])=[CH:36][CH:35]=4)=[CH:28][N:27]=2)=[CH:20][CH:19]=3)=[O:15])[CH2:10][CH2:9]1)=O)(C)(C)C.FC(F)(F)C(O)=O. (5) The reactants are: C[O:2][C:3]([C:5]1[S:6][CH:7]=[CH:8][C:9]=1[NH:10][NH2:11])=[O:4].C(N(CC)CC)C.C[O:20][C:21](=O)[N:22]=[C:23](SC)[C:24]([C:38]1[CH:39]=[N:40][C:41]([O:46][CH3:47])=[C:42]([O:44][CH3:45])[CH:43]=1)=[N:25][C:26]1[CH:31]=[CH:30][C:29]([C:32]2[N:36]=[C:35]([CH3:37])[O:34][N:33]=2)=[CH:28][CH:27]=1. Given the product [CH3:45][O:44][C:42]1[CH:43]=[C:38]([CH:24]([NH:25][C:26]2[CH:31]=[CH:30][C:29]([C:32]3[N:36]=[C:35]([CH3:37])[O:34][N:33]=3)=[CH:28][CH:27]=2)[C:23]2[NH:22][C:21](=[O:20])[N:10]([C:9]3[CH:8]=[CH:7][S:6][C:5]=3[C:3]([OH:2])=[O:4])[N:11]=2)[CH:39]=[N:40][C:41]=1[O:46][CH3:47], predict the reactants needed to synthesize it. (6) Given the product [CH2:1]([N:3]1[CH2:8][CH2:7][N:6]([CH2:9][C:10]2[CH:19]=[CH:18][C:13]([C:14]([OH:16])=[O:15])=[CH:12][C:11]=2[C:20]([F:23])([F:21])[F:22])[CH2:5][CH2:4]1)[CH3:2], predict the reactants needed to synthesize it. The reactants are: [CH2:1]([N:3]1[CH2:8][CH2:7][N:6]([CH2:9][C:10]2[CH:19]=[CH:18][C:13]([C:14]([O:16]C)=[O:15])=[CH:12][C:11]=2[C:20]([F:23])([F:22])[F:21])[CH2:5][CH2:4]1)[CH3:2].[OH-].[Na+]. (7) Given the product [Cl:47][C:41]1[CH:42]=[C:43]([Cl:46])[CH:44]=[CH:45][C:40]=1[C@H:38]([NH:37][C:11]1[CH:12]=[C:13]([N:16]2[CH2:17][CH2:18][N:19]([C:22]([C@H:24]3[CH2:29][CH2:28][CH2:27][CH2:26][NH:25]3)=[O:23])[CH2:20][CH2:21]2)[CH:14]=[CH:15][C:10]=1[C:8]#[N:9])[CH3:39], predict the reactants needed to synthesize it. The reactants are: FC(F)(F)C(O)=O.[C:8]([C:10]1[CH:15]=[CH:14][C:13]([N:16]2[CH2:21][CH2:20][N:19]([C:22]([C@H:24]3[CH2:29][CH2:28][CH2:27][CH2:26][N:25]3C(OC(C)(C)C)=O)=[O:23])[CH2:18][CH2:17]2)=[CH:12][C:11]=1[NH:37][C@@H:38]([C:40]1[CH:45]=[CH:44][C:43]([Cl:46])=[CH:42][C:41]=1[Cl:47])[CH3:39])#[N:9].